The task is: Regression. Given a peptide amino acid sequence and an MHC pseudo amino acid sequence, predict their binding affinity value. This is MHC class I binding data.. This data is from Peptide-MHC class I binding affinity with 185,985 pairs from IEDB/IMGT. (1) The peptide sequence is IGTTAAIV. The MHC is H-2-Kb with pseudo-sequence H-2-Kb. The binding affinity (normalized) is 0.214. (2) The peptide sequence is YNAKRIETV. The MHC is HLA-B57:01 with pseudo-sequence HLA-B57:01. The binding affinity (normalized) is 0.0847. (3) The MHC is Mamu-A02 with pseudo-sequence Mamu-A02. The binding affinity (normalized) is 0. The peptide sequence is EVKMVAWW. (4) The peptide sequence is VTDGGEVGE. The MHC is HLA-A02:01 with pseudo-sequence HLA-A02:01. The binding affinity (normalized) is 0.0847. (5) The peptide sequence is TVAANEMGL. The MHC is HLA-A68:02 with pseudo-sequence HLA-A68:02. The binding affinity (normalized) is 0.612. (6) The peptide sequence is FMKSRVYSI. The MHC is HLA-B08:02 with pseudo-sequence HLA-B08:02. The binding affinity (normalized) is 0.657. (7) The peptide sequence is ILDDNLYKV. The MHC is HLA-A11:01 with pseudo-sequence HLA-A11:01. The binding affinity (normalized) is 0.272.